Dataset: Human liver microsome stability data. Task: Regression/Classification. Given a drug SMILES string, predict its absorption, distribution, metabolism, or excretion properties. Task type varies by dataset: regression for continuous measurements (e.g., permeability, clearance, half-life) or binary classification for categorical outcomes (e.g., BBB penetration, CYP inhibition). Dataset: hlm. (1) The molecule is CCCC(=O)c1cc(C#N)c(N2CCC(C(=O)NS(=O)(=O)C3(c4ccccc4)CC3)CC2)nc1SC. The result is 0 (unstable in human liver microsomes). (2) The molecule is COC(=O)Nc1ccc2c(c1)N[C@@H](C(=O)O)CCCC[C@H](NC(=O)C=Cc1cc(Cl)ccc1-n1cnnn1)c1cc-2ccn1. The result is 0 (unstable in human liver microsomes). (3) The drug is Cc1ccc(-c2ccc(S(=O)(=O)Nc3cccc(CO)c3)cc2)cc1. The result is 1 (stable in human liver microsomes). (4) The result is 0 (unstable in human liver microsomes). The drug is CC(C)N(c1ccc(Oc2ccccc2C(F)(F)F)cc1C(=O)O)C(=O)[C@H]1CC[C@H](C)CC1. (5) The compound is Cc1ccc2c(-c3ccc4c(c3Cl)NCCO4)c([C@H](OC(C)(C)C)C(=O)O)c(C)nc2c1. The result is 0 (unstable in human liver microsomes). (6) The compound is CN1CCC(NC(=O)c2ccc3c(C4CCCCC4)c(-c4ccccn4)n(C)c3c2)(C(=O)Nc2ccc(C=CC(=O)O)cc2)CC1. The result is 0 (unstable in human liver microsomes). (7) The molecule is C[C@@H]1CN(C(=O)c2ccccc2)CCN1C(=O)C(=O)c1c[nH]c2cnccc12. The result is 0 (unstable in human liver microsomes).